This data is from Catalyst prediction with 721,799 reactions and 888 catalyst types from USPTO. The task is: Predict which catalyst facilitates the given reaction. Reactant: [O:1]=[C:2]1[O:8][C@H:7]([C@H:9]([CH2:11][OH:12])[OH:10])[C:5]([OH:6])=[C:3]1[OH:4].CCOC(C)=O.CO. Product: [CH2:11]([OH:12])[CH:9]([OH:10])[CH:7]1[O:8][C:2](=[O:1])[CH:3]([OH:4])[CH:5]1[OH:6]. The catalyst class is: 522.